This data is from Reaction yield outcomes from USPTO patents with 853,638 reactions. The task is: Predict the reaction yield, written as a fraction of the theoretical maximum amount of product (1.0 means a 100% yield; for example, 0.34 means a 34% yield). (1) The reactants are S(Cl)(Cl)=[O:2].[N+:5]([C:8]1[CH:16]=[CH:15][CH:14]=[CH:13][C:9]=1C(O)=O)([O-:7])=[O:6].NC1C=[CH:25][C:21]([C:22]([NH2:24])=[O:23])=[CH:20][CH:19]=1.C([N:29]([CH2:32][CH3:33])[CH2:30]C)C. The catalyst is C1(C)C=CC=CC=1.O1CCCC1.O. The product is [NH2:24][C:22]([C:21]1[CH:25]=[CH:33][C:32]([NH:29][C:30](=[O:2])[C:15]2[CH:14]=[CH:13][CH:9]=[C:8]([N+:5]([O-:7])=[O:6])[CH:16]=2)=[CH:19][CH:20]=1)=[O:23]. The yield is 0.990. (2) The reactants are [ClH:1].Cl.[N:3]1([C:9]2[C:18]3[C:13](=[CH:14][CH:15]=[CH:16][CH:17]=3)[N:12]=[CH:11][N:10]=2)[CH2:8][CH2:7][NH:6][CH2:5][CH2:4]1.C(OC([NH:26][C@@H:27]([C:31]([C:34]1[CH:39]=[CH:38][C:37]([Cl:40])=[CH:36][CH:35]=1)([CH3:33])[CH3:32])[C:28](O)=[O:29])=O)(C)(C)C.ON1C2C=CC=CC=2N=N1.CCN=C=NCCCN(C)C.C(N(CC)CC)C.Cl.O1CCOCC1. The catalyst is CN(C=O)C. The product is [ClH:40].[ClH:1].[NH2:26][C@H:27]([C:31]([C:34]1[CH:35]=[CH:36][C:37]([Cl:40])=[CH:38][CH:39]=1)([CH3:33])[CH3:32])[C:28]([N:6]1[CH2:7][CH2:8][N:3]([C:9]2[C:18]3[C:13](=[CH:14][CH:15]=[CH:16][CH:17]=3)[N:12]=[CH:11][N:10]=2)[CH2:4][CH2:5]1)=[O:29]. The yield is 0.730. (3) The reactants are [OH-].[Na+].[CH2:3]([O:7][C:8]1[CH:13]=[C:12](/[CH:14]=[C:15](\[CH2:21][CH3:22])/[C:16]([O:18]CC)=[O:17])[CH:11]=[CH:10][C:9]=1[C:23]1[CH:28]=[CH:27][CH:26]=[C:25]([N:29]([CH3:40])[C:30]([NH:32][CH2:33][CH2:34][CH2:35][CH2:36][CH2:37][CH2:38][CH3:39])=[O:31])[CH:24]=1)[CH2:4][CH2:5][CH3:6]. The catalyst is C(O)C.O1CCCC1. The product is [CH2:3]([O:7][C:8]1[CH:13]=[C:12](/[CH:14]=[C:15](\[CH2:21][CH3:22])/[C:16]([OH:18])=[O:17])[CH:11]=[CH:10][C:9]=1[C:23]1[CH:28]=[CH:27][CH:26]=[C:25]([N:29]([CH3:40])[C:30]([NH:32][CH2:33][CH2:34][CH2:35][CH2:36][CH2:37][CH2:38][CH3:39])=[O:31])[CH:24]=1)[CH2:4][CH2:5][CH3:6]. The yield is 0.760. (4) The reactants are [F:1][C:2]1[CH:11]=[C:10]2[C:5]([C:6]([O:13][CH3:14])=[CH:7][NH:8][C:9]2=O)=[CH:4][CH:3]=1.O=P(Cl)(Cl)[Cl:17]. No catalyst specified. The product is [Cl:17][C:9]1[C:10]2[C:5](=[CH:4][CH:3]=[C:2]([F:1])[CH:11]=2)[C:6]([O:13][CH3:14])=[CH:7][N:8]=1. The yield is 0.240. (5) The reactants are Br[C:2]1[N:7]=[C:6]([C:8]([O:10][CH3:11])=[O:9])[CH:5]=[CH:4][C:3]=1[F:12].[F:13][C:14]1[CH:19]=[C:18]([O:20][CH2:21][CH2:22][O:23][CH3:24])[CH:17]=[C:16]([F:25])[C:15]=1B1OC(C)(C)C(C)(C)O1. No catalyst specified. The product is [F:13][C:14]1[CH:19]=[C:18]([O:20][CH2:21][CH2:22][O:23][CH3:24])[CH:17]=[C:16]([F:25])[C:15]=1[C:2]1[N:7]=[C:6]([C:8]([O:10][CH3:11])=[O:9])[CH:5]=[CH:4][C:3]=1[F:12]. The yield is 0.950. (6) The reactants are [CH3:1][C@H:2]1[CH2:11][C:9](=[O:10])[C:5](=[C:6]([CH3:8])[CH3:7])[CH2:4][CH2:3]1.C([O-])(O)=[O:13].[Na+].Cl.[CH3:18][CH2:19]OCC. The product is [CH3:1][C@@H:2]1[CH2:3][CH2:4][C:5](=[C:6]([CH3:7])[CH3:8])[CH:11]1[C:9]([O:10][CH2:18][CH3:19])=[O:13]. The catalyst is BrBr.CC[O-].[Na+].O. The yield is 0.640. (7) The reactants are [CH2:1]([N:8]1[CH2:12][C@@H:11]([C:13]2[CH:18]=[CH:17][C:16]([Cl:19])=[CH:15][CH:14]=2)[C@@H:10]([C:20]([OH:22])=[O:21])[CH2:9]1)[C:2]1[CH:7]=[CH:6][CH:5]=[CH:4][CH:3]=1.S(=O)(=O)(O)O.[C:28](OC)(C)(C)C.C(=O)([O-])[O-].[Na+].[Na+]. The catalyst is CO. The product is [CH3:28][O:21][C:20]([C@@H:10]1[C@H:11]([C:13]2[CH:14]=[CH:15][C:16]([Cl:19])=[CH:17][CH:18]=2)[CH2:12][N:8]([CH2:1][C:2]2[CH:3]=[CH:4][CH:5]=[CH:6][CH:7]=2)[CH2:9]1)=[O:22]. The yield is 0.980.